This data is from Reaction yield outcomes from USPTO patents with 853,638 reactions. The task is: Predict the reaction yield, written as a fraction of the theoretical maximum amount of product (1.0 means a 100% yield; for example, 0.34 means a 34% yield). (1) The reactants are [C:1]([O:5][C:6]([NH:8][C:9]1[CH:14]=[CH:13][CH:12]=[CH:11][C:10]=1[NH2:15])=[O:7])([CH3:4])([CH3:3])[CH3:2].[C:16]([O:20][C:21]([N:23]1[CH2:28][CH2:27][CH:26]([C:29]2[CH:37]=[CH:36][C:32]([C:33](O)=[O:34])=[CH:31][CH:30]=2)[CH2:25][CH2:24]1)=[O:22])([CH3:19])([CH3:18])[CH3:17]. The catalyst is CN(C=O)C. The product is [C:1]([O:5][C:6]([NH:8][C:9]1[CH:14]=[CH:13][CH:12]=[CH:11][C:10]=1[NH:15][C:33](=[O:34])[C:32]1[CH:36]=[CH:37][C:29]([CH:26]2[CH2:27][CH2:28][N:23]([C:21]([O:20][C:16]([CH3:18])([CH3:17])[CH3:19])=[O:22])[CH2:24][CH2:25]2)=[CH:30][CH:31]=1)=[O:7])([CH3:4])([CH3:2])[CH3:3]. The yield is 0.820. (2) The reactants are C([O:3][C:4](=[O:24])[CH2:5][C:6]([NH:8][C:9]1[CH:14]=[CH:13][C:12]([NH:15][S:16]([CH3:19])(=[O:18])=[O:17])=[CH:11][C:10]=1[S:20](=[O:23])(=[O:22])[NH2:21])=O)C.Cl. The catalyst is [OH-].[Na+]. The product is [CH3:19][S:16]([NH:15][C:12]1[CH:13]=[CH:14][C:9]2[NH:8][C:6]([CH2:5][C:4]([OH:3])=[O:24])=[N:21][S:20](=[O:23])(=[O:22])[C:10]=2[CH:11]=1)(=[O:18])=[O:17]. The yield is 0.826.